Regression. Given a peptide amino acid sequence and an MHC pseudo amino acid sequence, predict their binding affinity value. This is MHC class I binding data. From a dataset of Peptide-MHC class I binding affinity with 185,985 pairs from IEDB/IMGT. The peptide sequence is HSIENSSVNV. The MHC is HLA-A68:02 with pseudo-sequence HLA-A68:02. The binding affinity (normalized) is 0.683.